This data is from Full USPTO retrosynthesis dataset with 1.9M reactions from patents (1976-2016). The task is: Predict the reactants needed to synthesize the given product. (1) Given the product [Cl:1][C:2]1[CH:11]=[C:10]2[C:5]([CH2:6][CH2:7][CH2:8][CH:9]2[NH:13][C:14]2[S:15][CH2:16][CH2:17][N:18]=2)=[CH:4][CH:3]=1, predict the reactants needed to synthesize it. The reactants are: [Cl:1][C:2]1[CH:11]=[C:10]2[C:5]([CH2:6][CH2:7][CH2:8][C:9]2=O)=[CH:4][CH:3]=1.[NH2:13][C:14]1[S:15][CH2:16][CH2:17][N:18]=1.[BH4-].[Na+].[C@H](O)(C([O-])=O)[C@@H](O)C([O-])=O.[Na+].[K+]. (2) Given the product [C:43]([OH:55])(=[O:54])[CH2:44][C:45]([CH2:50][C:51]([OH:53])=[O:52])([C:47]([OH:49])=[O:48])[OH:46].[C:36]1([CH:7]([C:1]2[CH:6]=[CH:5][CH:4]=[CH:3][CH:2]=2)[O:8][CH:9]2[CH2:10][CH2:11][N:12]([CH2:15][CH2:16][CH2:17][NH:18][C:19]3[CH:20]=[CH:21][C:22]4[N:23]([CH:25]=[C:26]([C:28]([CH3:35])([CH3:34])[C:29]([O:31][CH2:32][CH3:33])=[O:30])[N:27]=4)[N:24]=3)[CH2:13][CH2:14]2)[CH:41]=[CH:40][CH:39]=[CH:38][CH:37]=1, predict the reactants needed to synthesize it. The reactants are: [C:1]1([CH:7]([C:36]2[CH:41]=[CH:40][CH:39]=[CH:38][CH:37]=2)[O:8][CH:9]2[CH2:14][CH2:13][N:12]([CH2:15][CH2:16][CH2:17][NH:18][C:19]3[CH:20]=[CH:21][C:22]4[N:23]([CH:25]=[C:26]([C:28]([CH3:35])([CH3:34])[C:29]([O:31][CH2:32][CH3:33])=[O:30])[N:27]=4)[N:24]=3)[CH2:11][CH2:10]2)[CH:6]=[CH:5][CH:4]=[CH:3][CH:2]=1.O.[C:43]([OH:55])(=[O:54])[CH2:44][C:45]([CH2:50][C:51]([OH:53])=[O:52])([C:47]([OH:49])=[O:48])[OH:46]. (3) Given the product [CH3:14][O:15][C:16](=[O:26])[CH2:17][C:18]1[CH:23]=[C:22]([OH:24])[CH:21]=[C:20]([O:25][C:9]2[CH:10]=[CH:11][C:6]([S:3]([CH2:1][CH3:2])(=[O:5])=[O:4])=[CH:7][C:8]=2[Cl:13])[CH:19]=1, predict the reactants needed to synthesize it. The reactants are: [CH2:1]([S:3]([C:6]1[CH:11]=[CH:10][C:9](F)=[C:8]([Cl:13])[CH:7]=1)(=[O:5])=[O:4])[CH3:2].[CH3:14][O:15][C:16](=[O:26])[CH2:17][C:18]1[CH:23]=[C:22]([OH:24])[CH:21]=[C:20]([OH:25])[CH:19]=1. (4) Given the product [OH:29][NH:28][C:20]([C:18]1[CH:17]=[CH:16][C:14]2[CH2:15][N:9]([C:7]([CH:4]3[CH2:5][CH2:6][O:1][CH2:2][CH2:3]3)=[O:8])[C@@H:10]([C:24]([F:27])([F:26])[F:25])[CH2:11][O:12][C:13]=2[CH:19]=1)=[O:21], predict the reactants needed to synthesize it. The reactants are: [O:1]1[CH2:6][CH2:5][CH:4]([C:7]([N:9]2[CH2:15][C:14]3[CH:16]=[CH:17][C:18]([C:20](OC)=[O:21])=[CH:19][C:13]=3[O:12][CH2:11][C@@H:10]2[C:24]([F:27])([F:26])[F:25])=[O:8])[CH2:3][CH2:2]1.[NH2:28][OH:29].[OH-].[Na+]. (5) The reactants are: [CH:1]1([NH2:7])[CH2:6][CH2:5][CH2:4][CH2:3][CH2:2]1.O1CCOCC1.C(N(CC)C(C)C)(C)C.[Cl:23][C:24]1[N:29]=[C:28](Cl)[C:27]([Cl:31])=[CH:26][N:25]=1. Given the product [CH:1]1([NH:7][C:26]2[C:27]([Cl:31])=[CH:28][N:29]=[C:24]([Cl:23])[N:25]=2)[CH2:6][CH2:5][CH2:4][CH2:3][CH2:2]1, predict the reactants needed to synthesize it. (6) Given the product [C:1]([O:5][C:6]([N:8]1[C@H:13]([C:14]2[NH:18][C:17]3[CH:19]=[C:20]([C:23]4[CH:32]=[N:31][C:30]5[C:25](=[CH:26][CH:27]=[C:28]([C:37]6[NH:41][C:40]([C@@H:42]7[CH2:47][C@@H:46]8[C@@H:44]([CH2:45]8)[N:43]7[C:48]([O:50][C:51]([CH3:54])([CH3:53])[CH3:52])=[O:49])=[N:39][CH:38]=6)[CH:29]=5)[N:24]=4)[CH:21]=[CH:22][C:16]=3[N:15]=2)[CH2:12][C@@H:11]2[C@H:9]1[CH2:10]2)=[O:7])([CH3:4])([CH3:3])[CH3:2], predict the reactants needed to synthesize it. The reactants are: [C:1]([O:5][C:6]([N:8]1[C@H:13]([C:14]2[NH:18][C:17]3[CH:19]=[C:20]([C:23]4[CH:32]=[N:31][C:30]5[C:25](=[CH:26][CH:27]=[C:28](B(O)O)[CH:29]=5)[N:24]=4)[CH:21]=[CH:22][C:16]=3[N:15]=2)[CH2:12][C@@H:11]2[C@H:9]1[CH2:10]2)=[O:7])([CH3:4])([CH3:3])[CH3:2].I[C:37]1[NH:41][C:40]([C@@H:42]2[CH2:47][C@@H:46]3[C@@H:44]([CH2:45]3)[N:43]2[C:48]([O:50][C:51]([CH3:54])([CH3:53])[CH3:52])=[O:49])=[N:39][CH:38]=1.C1(P(C2CCCCC2)C2C=CC=CC=2C2C(OC)=CC=CC=2OC)CCCCC1.C([O-])([O-])=O.[K+].[K+]. (7) The reactants are: Cl[C:2]1[CH:7]=[CH:6][C:5]([N+:8]([O-:10])=[O:9])=[CH:4][C:3]=1[S:11]([NH2:14])(=[O:13])=[O:12].[CH:15]1([NH2:18])[CH2:17][CH2:16]1. Given the product [CH:15]1([NH:18][C:2]2[CH:7]=[CH:6][C:5]([N+:8]([O-:10])=[O:9])=[CH:4][C:3]=2[S:11]([NH2:14])(=[O:13])=[O:12])[CH2:17][CH2:16]1, predict the reactants needed to synthesize it.